Dataset: Full USPTO retrosynthesis dataset with 1.9M reactions from patents (1976-2016). Task: Predict the reactants needed to synthesize the given product. (1) Given the product [NH2:8][C@@H:9]([C@H:20]([OH:29])[C:21]1[CH:26]=[CH:25][C:24]([O:27][CH3:28])=[CH:23][CH:22]=1)[C:10]([O:12][CH2:13][C:14]1[CH:15]=[CH:16][CH:17]=[CH:18][CH:19]=1)=[O:11], predict the reactants needed to synthesize it. The reactants are: C(OC([NH:8][C@@H:9]([C@H:20]([OH:29])[C:21]1[CH:26]=[CH:25][C:24]([O:27][CH3:28])=[CH:23][CH:22]=1)[C:10]([O:12][CH2:13][C:14]1[CH:19]=[CH:18][CH:17]=[CH:16][CH:15]=1)=[O:11])=O)(C)(C)C.C(O)(C(F)(F)F)=O.C([O-])(O)=O.[Na+]. (2) Given the product [S:23]1[CH:27]=[CH:26][C:25]([C:13]2[CH:22]=[CH:21][CH:20]=[CH:19][C:14]=2[C:15]([O:17][CH3:18])=[O:16])=[CH:24]1, predict the reactants needed to synthesize it. The reactants are: C1COCC1.C([O-])([O-])=O.[Na+].[Na+].Br[C:13]1[CH:22]=[CH:21][CH:20]=[CH:19][C:14]=1[C:15]([O:17][CH3:18])=[O:16].[S:23]1[CH:27]=[CH:26][C:25](B(O)O)=[CH:24]1. (3) Given the product [OH:14][C:9]1[CH:10]=[CH:11][C:12]2[O:13][C:15](=[O:16])[CH:18]=[CH:1][C:3]=2[C:4]=1[C:5]([O:7][CH3:8])=[O:6], predict the reactants needed to synthesize it. The reactants are: [CH:1]([C:3]1[C:12]([OH:13])=[CH:11][CH:10]=[C:9]([OH:14])[C:4]=1[C:5]([O:7][CH3:8])=[O:6])=O.[C:15]([CH2:18][PH4])(O)=[O:16]. (4) Given the product [CH3:6][N:8]1[CH2:11][C:10]2([CH2:14][N:13]([CH2:15][CH2:16][OH:17])[CH2:12]2)[CH2:9]1, predict the reactants needed to synthesize it. The reactants are: C(O[C:6]([N:8]1[CH2:11][C:10]2([CH2:14][N:13]([CH2:15][CH2:16][OH:17])[CH2:12]2)[CH2:9]1)=O)(C)(C)C.[H-].[Al+3].[Li+].[H-].[H-].[H-].